This data is from Full USPTO retrosynthesis dataset with 1.9M reactions from patents (1976-2016). The task is: Predict the reactants needed to synthesize the given product. (1) Given the product [CH3:1][C:2]1[C:10]([CH3:11])=[CH:9][CH:8]=[CH:7][C:3]=1[C:4]([NH:20][CH2:19][CH:18]([N:12]1[CH2:17][CH2:16][O:15][CH2:14][CH2:13]1)[C:21]1[CH:22]=[N:23][CH:24]=[CH:25][CH:26]=1)=[O:6], predict the reactants needed to synthesize it. The reactants are: [CH3:1][C:2]1[C:10]([CH3:11])=[CH:9][CH:8]=[CH:7][C:3]=1[C:4]([OH:6])=O.[N:12]1([CH:18]([C:21]2[CH:22]=[N:23][CH:24]=[CH:25][CH:26]=2)[CH2:19][NH2:20])[CH2:17][CH2:16][O:15][CH2:14][CH2:13]1. (2) Given the product [CH2:28]([O:1][C@@H:2]([CH3:25])[CH2:3][N:4]1[C:12]2[C:7](=[CH:8][CH:9]=[CH:10][CH:11]=2)[C:6]2([CH2:16][O:15][C:14]3[CH:17]=[C:18]4[C:22](=[CH:23][C:13]2=3)[CH2:21][CH2:20][O:19]4)[C:5]1=[O:24])[C:29]1[CH:34]=[CH:33][CH:32]=[CH:31][CH:30]=1, predict the reactants needed to synthesize it. The reactants are: [OH:1][C@@H:2]([CH3:25])[CH2:3][N:4]1[C:12]2[C:7](=[CH:8][CH:9]=[CH:10][CH:11]=2)[C:6]2([CH2:16][O:15][C:14]3[CH:17]=[C:18]4[C:22](=[CH:23][C:13]2=3)[CH2:21][CH2:20][O:19]4)[C:5]1=[O:24].[H-].[Na+].[CH2:28](Br)[C:29]1[CH:34]=[CH:33][CH:32]=[CH:31][CH:30]=1. (3) Given the product [CH2:16]([N:12]1[C:7]2[N:8]=[C:9]([CH3:11])[S:10][C:6]=2[C:4](=[O:3])[NH:15][C:13]1=[O:14])[C:17]1[CH:22]=[CH:21][CH:20]=[CH:19][CH:18]=1, predict the reactants needed to synthesize it. The reactants are: C([O:3][C:4]([C:6]1[S:10][C:9]([CH3:11])=[N:8][C:7]=1[N:12]([CH2:16][C:17]1[CH:22]=[CH:21][CH:20]=[CH:19][CH:18]=1)[C:13]([NH2:15])=[O:14])=O)C.C[O-].[Na+]. (4) Given the product [CH3:1][N:2]1[N:6]=[N:5][C:4]([C:7]2[CH:8]=[C:9]([CH:32]=[C:33]([C:35]([F:37])([F:38])[F:36])[CH:34]=2)[CH2:10][O:11][CH2:12][C:13]2([C:26]3[CH:31]=[CH:30][CH:29]=[CH:28][CH:27]=3)[CH2:14][CH2:15][NH:16][CH2:17][CH2:18]2)=[N:3]1, predict the reactants needed to synthesize it. The reactants are: [CH3:1][N:2]1[N:6]=[N:5][C:4]([C:7]2[CH:8]=[C:9]([CH:32]=[C:33]([C:35]([F:38])([F:37])[F:36])[CH:34]=2)[CH2:10][O:11][CH2:12][C:13]2([C:26]3[CH:31]=[CH:30][CH:29]=[CH:28][CH:27]=3)[CH2:18][CH2:17][N:16](C(OC(C)(C)C)=O)[CH2:15][CH2:14]2)=[N:3]1.Cl. (5) Given the product [CH3:1][O:2][C:3](=[O:21])[CH2:4][CH2:5][C:6]1[CH:10]=[C:9]([CH3:11])[N:8]([CH2:12][C:13]2[CH:18]=[C:17]([Cl:19])[CH:16]=[CH:15][C:14]=2[O:20][CH2:29][CH:30]([CH2:33][CH3:34])[CH2:31][CH3:32])[N:7]=1, predict the reactants needed to synthesize it. The reactants are: [CH3:1][O:2][C:3](=[O:21])[CH2:4][CH2:5][C:6]1[CH:10]=[C:9]([CH3:11])[N:8]([CH2:12][C:13]2[CH:18]=[C:17]([Cl:19])[CH:16]=[CH:15][C:14]=2[OH:20])[N:7]=1.C(=O)([O-])[O-].[K+].[K+].Cl[CH2:29][CH:30]([CH2:33][CH3:34])[CH2:31][CH3:32].O. (6) Given the product [OH:17][CH2:16][CH2:15][N:13]1[C:2]2[C:10](=[CH:9][CH:8]=[CH:7][C:3]=2[C:4]([O:6][CH3:18])=[O:5])[CH:11]=[N:14]1, predict the reactants needed to synthesize it. The reactants are: F[C:2]1[C:10]([CH:11]=O)=[CH:9][CH:8]=[CH:7][C:3]=1[C:4]([O-:6])=[O:5].[NH:13]([CH2:15][CH2:16][OH:17])[NH2:14].[CH3:18]O.